From a dataset of Full USPTO retrosynthesis dataset with 1.9M reactions from patents (1976-2016). Predict the reactants needed to synthesize the given product. (1) Given the product [F:13][C:9]1[C:8]([F:14])=[C:7]2[C:12]([C:3]([CH2:2][N:24]3[C:25]4[CH:31]=[CH:30][CH:29]=[CH:28][C:26]=4[N:27]=[C:23]3[C:19]3[CH:20]=[CH:21][CH:22]=[C:17]([F:16])[CH:18]=3)=[CH:4][C:5](=[O:15])[NH:6]2)=[CH:11][CH:10]=1, predict the reactants needed to synthesize it. The reactants are: Br[CH2:2][C:3]1[C:12]2[C:7](=[C:8]([F:14])[C:9]([F:13])=[CH:10][CH:11]=2)[NH:6][C:5](=[O:15])[CH:4]=1.[F:16][C:17]1[CH:18]=[C:19]([C:23]2[NH:27][C:26]3[CH:28]=[CH:29][CH:30]=[CH:31][C:25]=3[N:24]=2)[CH:20]=[CH:21][CH:22]=1. (2) Given the product [CH2:12]1[N:8]2[C:9]3[C:4]([CH:5]=[CH:6][C:7]2=[N:14][CH2:13]1)=[CH:3][C:2]([S:15][C:16]1[CH:17]=[C:18]([C:22]2([OH:28])[CH2:27][CH2:26][O:25][CH2:24][CH2:23]2)[CH:19]=[CH:20][CH:21]=1)=[CH:11][CH:10]=3, predict the reactants needed to synthesize it. The reactants are: I[C:2]1[CH:3]=[C:4]2[C:9](=[CH:10][CH:11]=1)[N:8]1[CH2:12][CH2:13][N:14]=[C:7]1[CH:6]=[CH:5]2.[SH:15][C:16]1[CH:17]=[C:18]([C:22]2([OH:28])[CH2:27][CH2:26][O:25][CH2:24][CH2:23]2)[CH:19]=[CH:20][CH:21]=1.CCN(C(C)C)C(C)C.C1(P(C2C=CC=CC=2)C2C3OC4C(=CC=CC=4P(C4C=CC=CC=4)C4C=CC=CC=4)C(C)(C)C=3C=CC=2)C=CC=CC=1. (3) Given the product [CH3:42][O:43][CH2:44][CH2:45][O:46][CH2:47][CH2:48][O:49][CH2:50][CH2:51][O:52][CH2:53][CH2:54][O:55][C:56]1[CH:57]=[C:58]([NH:59][C:2]2[N:7]=[C:6]([O:8][C:9]3[C:18]4[C:13](=[CH:14][CH:15]=[CH:16][CH:17]=4)[C:12]([NH:19][C:20]([NH:22][C:23]4[N:27]([C:28]5[CH:33]=[CH:32][CH:31]=[C:30]([CH2:34][P:35]([CH3:38])([CH3:37])=[O:36])[CH:29]=5)[N:26]=[C:25]([CH:39]([CH3:41])[CH3:40])[CH:24]=4)=[O:21])=[CH:11][CH:10]=3)[CH:5]=[CH:4][N:3]=2)[CH:60]=[C:61]([O:63][CH3:64])[CH:62]=1, predict the reactants needed to synthesize it. The reactants are: Cl[C:2]1[N:7]=[C:6]([O:8][C:9]2[C:18]3[C:13](=[CH:14][CH:15]=[CH:16][CH:17]=3)[C:12]([NH:19][C:20]([NH:22][C:23]3[N:27]([C:28]4[CH:33]=[CH:32][CH:31]=[C:30]([CH2:34][P:35]([CH3:38])([CH3:37])=[O:36])[CH:29]=4)[N:26]=[C:25]([CH:39]([CH3:41])[CH3:40])[CH:24]=3)=[O:21])=[CH:11][CH:10]=2)[CH:5]=[CH:4][N:3]=1.[CH3:42][O:43][CH2:44][CH2:45][O:46][CH2:47][CH2:48][O:49][CH2:50][CH2:51][O:52][CH2:53][CH2:54][O:55][C:56]1[CH:57]=[C:58]([CH:60]=[C:61]([O:63][CH3:64])[CH:62]=1)[NH2:59]. (4) Given the product [CH3:1][O:2][C:3]1[CH:4]=[CH:5][C:6]([C:10]([OH:12])=[O:11])=[N:7][C:8]=1[CH3:9], predict the reactants needed to synthesize it. The reactants are: [CH3:1][O:2][C:3]1[CH:4]=[CH:5][C:6]([C:10]([O:12]C)=[O:11])=[N:7][C:8]=1[CH3:9].O.[Li+].[OH-].C(OCC)(=O)C. (5) Given the product [CH3:47][N:27]([CH3:26])[CH2:28][CH2:29][CH2:30][O:31][C:32]1[CH:37]=[CH:36][C:35]([C:2]2[CH:25]=[CH:24][C:5]3[C:6]4[N:7]=[C:8]([C:14]5[N:15]([CH2:19][C:20]([F:23])([F:21])[F:22])[N:16]=[CH:17][N:18]=5)[S:9][C:10]=4[CH2:11][CH2:12][O:13][C:4]=3[CH:3]=2)=[CH:34][N:33]=1, predict the reactants needed to synthesize it. The reactants are: Br[C:2]1[CH:25]=[CH:24][C:5]2[C:6]3[N:7]=[C:8]([C:14]4[N:15]([CH2:19][C:20]([F:23])([F:22])[F:21])[N:16]=[CH:17][N:18]=4)[S:9][C:10]=3[CH2:11][CH2:12][O:13][C:4]=2[CH:3]=1.[CH3:26][N:27]([CH3:47])[CH2:28][CH2:29][CH2:30][O:31][C:32]1[CH:37]=[CH:36][C:35](B2OC(C)(C)C(C)(C)O2)=[CH:34][N:33]=1. (6) Given the product [NH2:33][C:2]1[C:7]2[C:8](=[O:32])[N:9]([C:13]3[CH:18]=[CH:17][C:16]([N:19]4[CH2:23][CH2:22][N:21]([CH2:24][C:25]([O:27][CH2:28][CH3:29])=[O:26])[C:20]4=[O:30])=[C:15]([CH3:31])[CH:14]=3)[CH2:10][CH2:11][O:12][C:6]=2[N:5]=[CH:4][N:3]=1, predict the reactants needed to synthesize it. The reactants are: Cl[C:2]1[C:7]2[C:8](=[O:32])[N:9]([C:13]3[CH:18]=[CH:17][C:16]([N:19]4[CH2:23][CH2:22][N:21]([CH2:24][C:25]([O:27][CH2:28][CH3:29])=[O:26])[C:20]4=[O:30])=[C:15]([CH3:31])[CH:14]=3)[CH2:10][CH2:11][O:12][C:6]=2[N:5]=[CH:4][N:3]=1.[NH3:33].